From a dataset of Catalyst prediction with 721,799 reactions and 888 catalyst types from USPTO. Predict which catalyst facilitates the given reaction. (1) Reactant: C(OC([NH:8][CH2:9][CH2:10][NH:11][C@@H:12]([C:16]([O:18]C(C)(C)C)=[O:17])[CH:13]([CH3:15])[CH3:14])=O)(C)(C)C.[F:23][C:24]([F:29])([F:28])[C:25]([OH:27])=[O:26]. Product: [F:23][C:24]([F:29])([F:28])[C:25]([OH:27])=[O:26].[F:23][C:24]([F:29])([F:28])[C:25]([OH:27])=[O:26].[NH2:8][CH2:9][CH2:10][NH:11][C@@H:12]([C:16]([OH:18])=[O:17])[CH:13]([CH3:14])[CH3:15]. The catalyst class is: 2. (2) Reactant: [CH:1]1([N:6]2[CH2:12][C:11]([F:14])([F:13])[C:10](=[O:15])[N:9]([CH3:16])[C:8]3[CH:17]=[N:18][C:19]([NH:21][C:22]4[CH:30]=[CH:29][C:25]([C:26]([OH:28])=O)=[CH:24][C:23]=4[O:31][CH3:32])=[N:20][C:7]2=3)[CH2:5][CH2:4][CH2:3][CH2:2]1.[NH2:33][CH:34]1[CH2:37][N:36](C(OC(C)(C)C)=O)[CH2:35]1.CN(C(ON1N=NC2C=CC=NC1=2)=[N+](C)C)C.F[P-](F)(F)(F)(F)F.CCN(C(C)C)C(C)C. Product: [NH:36]1[CH2:37][CH:34]([NH:33][C:26](=[O:28])[C:25]2[CH:29]=[CH:30][C:22]([NH:21][C:19]3[N:18]=[CH:17][C:8]4[N:9]([CH3:16])[C:10](=[O:15])[C:11]([F:14])([F:13])[CH2:12][N:6]([CH:1]5[CH2:5][CH2:4][CH2:3][CH2:2]5)[C:7]=4[N:20]=3)=[C:23]([O:31][CH3:32])[CH:24]=2)[CH2:35]1. The catalyst class is: 18. (3) Reactant: [H-].[Na+].C(C1C=C([NH:12][C:13]([NH:15][C:16]2[C:25]3[C:20](=[CH:21][CH:22]=[CH:23][CH:24]=3)[CH:19]=[CH:18][CH:17]=2)=[O:14])N(C2C=CC=C(CO)C=2)N=1)(C)(C)C. The catalyst class is: 3. Product: [C:16]1([NH:15][C:13](=[O:14])[NH2:12])[C:25]2[C:20](=[CH:21][CH:22]=[CH:23][CH:24]=2)[CH:19]=[CH:18][CH:17]=1. (4) Reactant: Br[CH:2]([CH:5]([C:7]1[CH:12]=[CH:11][C:10]([F:13])=[C:9]([Br:14])[CH:8]=1)[F:6])[CH2:3][OH:4].CCN(CC)CC. Product: [Br:14][C:9]1[CH:8]=[C:7](/[C:5](/[F:6])=[CH:2]/[CH2:3][OH:4])[CH:12]=[CH:11][C:10]=1[F:13]. The catalyst class is: 16. (5) Reactant: [F:1][C:2]1[C:3]([C:8]2([CH2:12][NH:13][C:14]3[N:15]=[N:16][C:17]([C:20]4[C:21]([O:26]C)=[N:22][CH:23]=[CH:24][CH:25]=4)=[CH:18][CH:19]=3)[CH2:11][CH2:10][CH2:9]2)=[N:4][CH:5]=[CH:6][CH:7]=1.Cl. Product: [F:1][C:2]1[C:3]([C:8]2([CH2:12][NH:13][C:14]3[N:15]=[N:16][C:17]([C:20]4[C:21]([OH:26])=[N:22][CH:23]=[CH:24][CH:25]=4)=[CH:18][CH:19]=3)[CH2:11][CH2:10][CH2:9]2)=[N:4][CH:5]=[CH:6][CH:7]=1. The catalyst class is: 5. (6) Reactant: [OH:1]O.[CH3:3][C:4]1[CH:5]=[C:6]([N:36]([CH3:40])[C:37]([NH2:39])=[O:38])[CH:7]=[C:8]([CH3:35])[C:9]=1/[CH:10]=[CH:11]/[S:12]([N:15]1[CH2:34][CH2:33][C:18]2([N:22]=[C:21]([CH2:23][CH2:24][CH2:25][CH2:26][CH2:27][S:28][CH2:29][CH2:30][CH3:31])[NH:20][C:19]2=[O:32])[CH2:17][CH2:16]1)(=[O:14])=[O:13].O. Product: [CH3:35][C:8]1[CH:7]=[C:6]([N:36]([CH3:40])[C:37]([NH2:39])=[O:38])[CH:5]=[C:4]([CH3:3])[C:9]=1/[CH:10]=[CH:11]/[S:12]([N:15]1[CH2:16][CH2:17][C:18]2([N:22]=[C:21]([CH2:23][CH2:24][CH2:25][CH2:26][CH2:27][S:28]([CH2:29][CH2:30][CH3:31])=[O:1])[NH:20][C:19]2=[O:32])[CH2:33][CH2:34]1)(=[O:13])=[O:14]. The catalyst class is: 21.